From a dataset of Full USPTO retrosynthesis dataset with 1.9M reactions from patents (1976-2016). Predict the reactants needed to synthesize the given product. (1) Given the product [C:8]([C:5]1[CH:4]=[CH:3][C:2]([O:1][CH2:22][C:21]([O:20][CH2:18][CH3:19])=[O:24])=[CH:7][CH:6]=1)(=[O:11])[CH2:9][CH3:10], predict the reactants needed to synthesize it. The reactants are: [OH:1][C:2]1[CH:7]=[CH:6][C:5]([C:8](=[O:11])[CH2:9][CH3:10])=[CH:4][CH:3]=1.C([O-])([O-])=O.[K+].[K+].[CH2:18]([O:20][C:21](=[O:24])[CH2:22]Br)[CH3:19]. (2) Given the product [Cl:1][C:2]1[CH:3]=[CH:4][C:5]([O:23][CH2:32][CH2:31][C:28]2[CH:29]=[CH:30][C:25]([F:24])=[CH:26][CH:27]=2)=[C:6]([CH:22]=1)[C:7]([NH:9][C@H:10]([C:12]1[CH:21]=[CH:20][C:15]([C:16]([O:18][CH3:19])=[O:17])=[CH:14][CH:13]=1)[CH3:11])=[O:8], predict the reactants needed to synthesize it. The reactants are: [Cl:1][C:2]1[CH:3]=[CH:4][C:5]([OH:23])=[C:6]([CH:22]=1)[C:7]([NH:9][C@H:10]([C:12]1[CH:21]=[CH:20][C:15]([C:16]([O:18][CH3:19])=[O:17])=[CH:14][CH:13]=1)[CH3:11])=[O:8].[F:24][C:25]1[CH:30]=[CH:29][C:28]([CH2:31][CH2:32]O)=[CH:27][CH:26]=1.C(P(CCCC)CCCC)CCC.CN(C)C(N=NC(N(C)C)=O)=O. (3) Given the product [CH:1]1([NH:7][CH2:8][CH2:9][CH2:10][NH:11][C:21](=[O:22])/[CH:20]=[CH:19]/[C:14]2[CH:15]=[CH:16][CH:17]=[CH:18][C:13]=2[F:12])[CH2:6][CH2:5][CH2:4][CH2:3][CH2:2]1, predict the reactants needed to synthesize it. The reactants are: [CH:1]1([NH:7][CH2:8][CH2:9][CH2:10][NH2:11])[CH2:6][CH2:5][CH2:4][CH2:3][CH2:2]1.[F:12][C:13]1[CH:18]=[CH:17][CH:16]=[CH:15][C:14]=1/[CH:19]=[CH:20]/[C:21](ON1C(=O)CCC1=O)=[O:22]. (4) Given the product [CH2:24]([N:13]([C:14]([O:16][CH2:17][C:18]1[CH:23]=[CH:22][CH:21]=[CH:20][CH:19]=1)=[O:15])[C:6]1[CH:5]=[C:4]([CH:9]=[C:8]([CH2:10][O:11][CH3:12])[CH:7]=1)[C:3]([OH:27])=[O:2])[CH:25]=[CH2:26], predict the reactants needed to synthesize it. The reactants are: C[O:2][C:3](=[O:27])[C:4]1[CH:9]=[C:8]([CH2:10][O:11][CH3:12])[CH:7]=[C:6]([N:13]([CH2:24][CH:25]=[CH2:26])[C:14]([O:16][CH2:17][C:18]2[CH:23]=[CH:22][CH:21]=[CH:20][CH:19]=2)=[O:15])[CH:5]=1.